The task is: Predict the reactants needed to synthesize the given product.. This data is from Full USPTO retrosynthesis dataset with 1.9M reactions from patents (1976-2016). (1) Given the product [NH2:18][C:5]1[CH:4]=[CH:3][C:2]([C:36]2[C:37]([N:39]([CH3:44])[S:40]([CH3:43])(=[O:42])=[O:41])=[CH:38][C:28]3[O:27][C:26]([C:23]4[CH:24]=[CH:25][C:20]([F:19])=[CH:21][CH:22]=4)=[C:30]([C:31]([NH:33][CH3:34])=[O:32])[C:29]=3[CH:35]=2)=[N:7][C:6]=1[C:8]1[NH:9][C:10]2[C:15]([CH:16]=1)=[C:14]([F:17])[CH:13]=[CH:12][CH:11]=2, predict the reactants needed to synthesize it. The reactants are: Cl[C:2]1[N:7]=[C:6]([C:8]2[NH:9][C:10]3[C:15]([CH:16]=2)=[C:14]([F:17])[CH:13]=[CH:12][CH:11]=3)[C:5]([NH2:18])=[CH:4][CH:3]=1.[F:19][C:20]1[CH:25]=[CH:24][C:23]([C:26]2[O:27][C:28]3[CH:38]=[C:37]([N:39]([CH3:44])[S:40]([CH3:43])(=[O:42])=[O:41])[C:36](B4OC(C)(C)C(C)(C)O4)=[CH:35][C:29]=3[C:30]=2[C:31]([NH:33][CH3:34])=[O:32])=[CH:22][CH:21]=1.C([O-])([O-])=O.[Cs+].[Cs+]. (2) Given the product [Cl:1][C:2]1[C:3]([CH3:12])=[C:4]([NH2:5])[C:6]([NH2:9])=[CH:7][CH:8]=1, predict the reactants needed to synthesize it. The reactants are: [Cl:1][C:2]1[C:3]([CH3:12])=[C:4]([C:6]([N+:9]([O-])=O)=[CH:7][CH:8]=1)[NH2:5].C(OCC)(=O)C. (3) Given the product [N:1]1[CH:6]=[CH:5][CH:4]=[CH:3][C:2]=1[C:7]1[CH:8]=[CH:9][C:10]([NH:11][C:15]([N:16]2[CH2:17][CH2:19][CH:24]([C:25](=[O:26])[C:40]3[CH:49]=[CH:50][C:37]([F:36])=[CH:38][CH:39]=3)[CH2:22][CH2:20]2)=[O:31])=[CH:12][CH:13]=1, predict the reactants needed to synthesize it. The reactants are: [N:1]1[CH:6]=[CH:5][CH:4]=[CH:3][C:2]=1[C:7]1[CH:13]=[CH:12][C:10]([NH2:11])=[CH:9][CH:8]=1.C[CH2:15][N:16]([CH:20]([CH3:22])C)[CH:17]([CH3:19])C.Cl[C:24](Cl)(Cl)[C:25](Cl)=[O:26].C(=O)([O-])[O-:31].[Na+].[Na+].[F:36][C:37]1[CH:50]=[CH:49][C:40](C(N2CCCCC2)=O)=[CH:39][CH:38]=1. (4) The reactants are: B.[F:2][C:3]1[CH:11]=[CH:10][CH:9]=[C:5]([C:6](O)=[O:7])[C:4]=1[C:12](O)=[O:13]. Given the product [F:2][C:3]1[C:4]([CH2:12][OH:13])=[C:5]([CH2:6][OH:7])[CH:9]=[CH:10][CH:11]=1, predict the reactants needed to synthesize it. (5) Given the product [Br:1][C:2]1[CH:7]=[CH:6][C:5]([S:8]([N:11]([CH3:12])[CH2:13][C:14]2[O:18][CH:17]=[C:16]([C:19]([N:47]3[CH2:48][CH2:49][CH2:50][N:44]([CH2:43][CH2:42][CH2:41][N:36]4[CH2:37][CH2:38][CH2:39][CH2:40]4)[CH2:45][CH2:46]3)=[O:21])[CH:15]=2)(=[O:9])=[O:10])=[C:4]([CH2:22][CH3:23])[CH:3]=1, predict the reactants needed to synthesize it. The reactants are: [Br:1][C:2]1[CH:7]=[CH:6][C:5]([S:8]([N:11]([CH2:13][C:14]2[O:18][CH:17]=[C:16]([C:19]([OH:21])=O)[CH:15]=2)[CH3:12])(=[O:10])=[O:9])=[C:4]([CH2:22][CH3:23])[CH:3]=1.C1N=CN(C(N2C=NC=C2)=O)C=1.[N:36]1([CH2:41][CH2:42][CH2:43][N:44]2[CH2:50][CH2:49][CH2:48][NH:47][CH2:46][CH2:45]2)[CH2:40][CH2:39][CH2:38][CH2:37]1. (6) The reactants are: [CH2:1]([O:3][C:4]([CH:6]1[CH2:11][C:10](=[O:12])[CH:9]=[C:8]([OH:13])[CH2:7]1)=[O:5])[CH3:2].C(N(CC)CC)C.[CH3:21][C:22]1[CH:30]=[CH:29][C:25]([C:26](Cl)=[O:27])=[CH:24][CH:23]=1.OC1CCCC(=O)C=1C(=O)C1C=CC(OC)=CC=1. Given the product [CH3:21][C:22]1[CH:30]=[CH:29][C:25]([C:26]([C:9]2[C:10](=[O:12])[CH2:11][CH:6]([C:4]([O:3][CH2:1][CH3:2])=[O:5])[CH2:7][C:8]=2[OH:13])=[O:27])=[CH:24][CH:23]=1, predict the reactants needed to synthesize it. (7) Given the product [CH3:26][C@@H:27]1[CH2:31][CH2:30][C@@H:29]([CH3:32])[N:28]1[CH2:24][C:15]1[CH:16]=[C:17]([C:20]([O:22][CH3:23])=[O:21])[CH:18]=[CH:19][C:14]=1[C:7]1[CH:8]=[C:9]([O:12][CH3:13])[CH:10]=[CH:11][C:6]=1[F:5], predict the reactants needed to synthesize it. The reactants are: C([BH3-])#N.[Na+].[F:5][C:6]1[CH:11]=[CH:10][C:9]([O:12][CH3:13])=[CH:8][C:7]=1[C:14]1[CH:19]=[CH:18][C:17]([C:20]([O:22][CH3:23])=[O:21])=[CH:16][C:15]=1[CH:24]=O.[CH3:26][C@@H:27]1[CH2:31][CH2:30][C@@H:29]([CH3:32])[NH:28]1.